Dataset: Catalyst prediction with 721,799 reactions and 888 catalyst types from USPTO. Task: Predict which catalyst facilitates the given reaction. (1) Reactant: [CH2:1]([O:8][CH:9]([CH2:30][CH2:31][CH2:32][Cl:33])[C:10]([NH:12][NH:13][C:14](=O)[C:15]1[CH:20]=[CH:19][C:18]([C:21]2[O:25][C:24]([CH3:26])=[N:23][CH:22]=2)=[C:17]([O:27][CH3:28])[CH:16]=1)=[O:11])[C:2]1[CH:7]=[CH:6][CH:5]=[CH:4][CH:3]=1.C(Cl)(Cl)(Cl)Cl.C1(P(C2C=CC=CC=2)C2C=CC=CC=2)C=CC=CC=1. Product: [CH2:1]([O:8][CH:9]([C:10]1[O:11][C:14]([C:15]2[CH:20]=[CH:19][C:18]([C:21]3[O:25][C:24]([CH3:26])=[N:23][CH:22]=3)=[C:17]([O:27][CH3:28])[CH:16]=2)=[N:13][N:12]=1)[CH2:30][CH2:31][CH2:32][Cl:33])[C:2]1[CH:3]=[CH:4][CH:5]=[CH:6][CH:7]=1. The catalyst class is: 10. (2) Reactant: [CH2:1]([N:3]1[C:7]2=[N:8][C:9]([CH2:62][CH3:63])=[C:10]([CH2:19][NH:20][C:21]([C:23]3[CH:24]=[C:25]([C:29]([NH:31][CH2:32][C:33]4[CH:34]=[C:35]([C:41]5[CH:46]=[CH:45][CH:44]=[C:43]([CH2:47][N:48]6[CH2:53][CH2:52][N:51](C(OC(C)(C)C)=O)[C@@H:50]([CH3:61])[CH2:49]6)[CH:42]=5)[CH:36]=[C:37]([O:39][CH3:40])[CH:38]=4)=[O:30])[CH:26]=[CH:27][CH:28]=3)=[O:22])[C:11]([NH:12][CH:13]3[CH2:18][CH2:17][O:16][CH2:15][CH2:14]3)=[C:6]2[CH:5]=[N:4]1)[CH3:2]. Product: [CH2:1]([N:3]1[C:7]2=[N:8][C:9]([CH2:62][CH3:63])=[C:10]([CH2:19][NH:20][C:21]([C:23]3[CH:28]=[CH:27][CH:26]=[C:25]([C:29]([NH:31][CH2:32][C:33]4[CH:34]=[C:35]([C:41]5[CH:46]=[CH:45][CH:44]=[C:43]([CH2:47][N:48]6[CH2:53][CH2:52][NH:51][C@@H:50]([CH3:61])[CH2:49]6)[CH:42]=5)[CH:36]=[C:37]([O:39][CH3:40])[CH:38]=4)=[O:30])[CH:24]=3)=[O:22])[C:11]([NH:12][CH:13]3[CH2:14][CH2:15][O:16][CH2:17][CH2:18]3)=[C:6]2[CH:5]=[N:4]1)[CH3:2]. The catalyst class is: 137. (3) The catalyst class is: 2. Reactant: [CH:1]1([C:4]2[CH:8]=[C:7]([N:9]3[CH2:49][CH2:48][C:12]4[N:13]=[C:14]([C:27]5[C:35]([CH3:36])=[CH:34][CH:33]=[C:32]6[C:28]=5[C:29]([CH3:47])=[N:30][N:31]6[S:37]([C:40]5[CH:46]=[CH:45][C:43]([CH3:44])=[CH:42][CH:41]=5)(=[O:39])=[O:38])[N:15]=[C:16]([N:17]5[CH2:22][CH2:21][C@@H:20]([O:23][CH3:24])[C:19]([CH3:26])([CH3:25])[CH2:18]5)[C:11]=4[CH2:10]3)[N:6]([CH3:50])[N:5]=2)[CH2:3][CH2:2]1.[Cl:51]N1C(=O)CCC1=O. Product: [Cl:51][C:8]1[C:4]([CH:1]2[CH2:3][CH2:2]2)=[N:5][N:6]([CH3:50])[C:7]=1[N:9]1[CH2:49][CH2:48][C:12]2[N:13]=[C:14]([C:27]3[C:35]([CH3:36])=[CH:34][CH:33]=[C:32]4[C:28]=3[C:29]([CH3:47])=[N:30][N:31]4[S:37]([C:40]3[CH:41]=[CH:42][C:43]([CH3:44])=[CH:45][CH:46]=3)(=[O:39])=[O:38])[N:15]=[C:16]([N:17]3[CH2:22][CH2:21][C@@H:20]([O:23][CH3:24])[C:19]([CH3:25])([CH3:26])[CH2:18]3)[C:11]=2[CH2:10]1.